From a dataset of Forward reaction prediction with 1.9M reactions from USPTO patents (1976-2016). Predict the product of the given reaction. Given the reactants [CH:1]1([CH2:5][O:6][C:7]2[CH:12]=[CH:11][CH:10]=[CH:9][C:8]=2[CH2:13]O)[CH2:4][CH2:3][CH2:2]1.P(Br)(Br)[Br:16].C(=O)(O)[O-].[Na+], predict the reaction product. The product is: [Br:16][CH2:13][C:8]1[CH:9]=[CH:10][CH:11]=[CH:12][C:7]=1[O:6][CH2:5][CH:1]1[CH2:4][CH2:3][CH2:2]1.